Task: Predict the reaction yield, written as a fraction of the theoretical maximum amount of product (1.0 means a 100% yield; for example, 0.34 means a 34% yield).. Dataset: Reaction yield outcomes from USPTO patents with 853,638 reactions (1) The reactants are [N+:1]([C:4]1[CH:14]=[CH:13][C:7]([O:8][CH2:9][C:10]([OH:12])=O)=[CH:6][CH:5]=1)([O-:3])=[O:2].Cl.C([N:18](CC)[CH2:19][CH3:20])C.CC[N:25]=C=NCCCN(C)C.Cl.C(N(C(C)C)CC)(C)C. The catalyst is C1COCC1. The product is [N+:1]([C:4]1[CH:5]=[CH:6][C:7]([O:8][CH2:9][C:10]2[O:12][N:25]=[C:19]([CH3:20])[N:18]=2)=[CH:13][CH:14]=1)([O-:3])=[O:2]. The yield is 0.600. (2) The reactants are [OH:1][C:2]1[CH:3]=[C:4]2[C:9](=[CH:10][CH:11]=1)[C:8](=[O:12])[CH2:7][CH2:6][CH2:5]2.C(=O)([O-])[O-].[Cs+].[Cs+].[Cl:19][CH2:20][CH2:21]OS(C1C=CC(C)=CC=1)(=O)=O.[OH-].[Na+]. The catalyst is CN(C=O)C.C(Cl)Cl.CCOCC.O. The product is [Cl:19][CH2:20][CH2:21][O:1][C:2]1[CH:3]=[C:4]2[C:9](=[CH:10][CH:11]=1)[C:8](=[O:12])[CH2:7][CH2:6][CH2:5]2. The yield is 0.960. (3) The reactants are [CH3:1][O:2][C:3]1[CH:4]=[C:5]([CH:29]=[C:30]([O:33][CH3:34])[C:31]=1[CH3:32])[C:6]([NH:8][CH2:9][C:10]1[CH:15]=[CH:14][C:13]([C:16]2[N:20]=[C:19]([CH3:21])[O:18][N:17]=2)=[CH:12][C:11]=1[NH:22][C:23](=O)[C:24](F)(F)F)=[O:7].C(Br)[C:36]1[CH:41]=[CH:40]C=[CH:38][CH:37]=1.C(=O)([O-])[O-].[K+].[K+]. The catalyst is CN(C=O)C.C(OCC)(=O)C. The product is [CH2:23]([NH:22][C:11]1[CH:12]=[C:13]([C:16]2[N:20]=[C:19]([CH3:21])[O:18][N:17]=2)[CH:14]=[CH:15][C:10]=1[CH2:9][NH:8][C:6](=[O:7])[C:5]1[CH:4]=[C:3]([O:2][CH3:1])[C:31]([CH3:32])=[C:30]([O:33][CH3:34])[CH:29]=1)[C:24]1[CH:40]=[CH:41][CH:36]=[CH:37][CH:38]=1. The yield is 0.820. (4) The reactants are CN([CH:4]=[O:5])C.[CH3:6][C:7]1[C:15]([N+:16]([O-:18])=[O:17])=[CH:14][CH:13]=[CH:12][C:8]=1[C:9](O)=[O:10].IC. The catalyst is O. The product is [CH3:6][C:7]1[C:15]([N+:16]([O-:18])=[O:17])=[CH:14][CH:13]=[CH:12][C:8]=1[C:9]([O:5][CH3:4])=[O:10]. The yield is 1.00. (5) The reactants are [F:1][C:2]1[CH:7]=[C:6](I)[CH:5]=[CH:4][C:3]=1[N:9]1[CH:14]=[C:13]([O:15][CH3:16])[C:12](=[O:17])[C:11]([C:18]2[N:22]([C:23]3[CH:28]=[CH:27][CH:26]=[CH:25][CH:24]=3)[N:21]=[CH:20][CH:19]=2)=[N:10]1.[CH3:29][C:30]1([CH3:36])[O:34][C:33](=[O:35])[NH:32][CH2:31]1.N[C@@H]1CCCC[C@H]1N.[O-]P([O-])([O-])=O.[K+].[K+].[K+].C([O-])(O)=O.[Na+]. The catalyst is O1CCOCC1.[Cu]I. The product is [CH3:29][C:30]1([CH3:36])[O:34][C:33](=[O:35])[N:32]([C:6]2[CH:5]=[CH:4][C:3]([N:9]3[CH:14]=[C:13]([O:15][CH3:16])[C:12](=[O:17])[C:11]([C:18]4[N:22]([C:23]5[CH:28]=[CH:27][CH:26]=[CH:25][CH:24]=5)[N:21]=[CH:20][CH:19]=4)=[N:10]3)=[C:2]([F:1])[CH:7]=2)[CH2:31]1. The yield is 0.660.